From a dataset of Forward reaction prediction with 1.9M reactions from USPTO patents (1976-2016). Predict the product of the given reaction. (1) The product is: [F:37][C:38]1[CH:43]=[CH:42][CH:41]=[CH:40][C:39]=1[N:44]1[CH2:49][CH2:48][CH:47]([N:15]2[CH2:19][CH2:18][C@@H:17]([NH:20][C:21](=[O:36])[CH2:22][NH:23][C:24](=[O:35])[C:25]3[CH:30]=[CH:29][CH:28]=[C:27]([C:31]([F:32])([F:34])[F:33])[CH:26]=3)[CH2:16]2)[CH2:46][CH2:45]1. Given the reactants COC1N=CC(N2CCC([N:15]3[CH2:19][CH2:18][C@@H:17]([NH:20][C:21](=[O:36])[CH2:22][NH:23][C:24](=[O:35])[C:25]4[CH:30]=[CH:29][CH:28]=[C:27]([C:31]([F:34])([F:33])[F:32])[CH:26]=4)[CH2:16]3)CC2)=CC=1.[F:37][C:38]1[CH:43]=[CH:42][CH:41]=[CH:40][C:39]=1[N:44]1[CH2:49][CH2:48][C:47](=O)[CH2:46][CH2:45]1.COC1N=CC(N2CCC(=O)CC2)=CC=1, predict the reaction product. (2) Given the reactants [O:1]([CH2:8][C:9]1[CH:13]=[C:12]([C:14]([O:16]CC)=O)[NH:11][N:10]=1)[C:2]1[CH:7]=[CH:6][CH:5]=[CH:4][CH:3]=1.C(OC(=O)[NH:25][CH:26]([CH3:29])[CH2:27]O)(C)(C)C, predict the reaction product. The product is: [CH3:27][C@@H:26]1[CH2:29][N:11]2[N:10]=[C:9]([CH2:8][O:1][C:2]3[CH:3]=[CH:4][CH:5]=[CH:6][CH:7]=3)[CH:13]=[C:12]2[C:14](=[O:16])[NH:25]1. (3) The product is: [CH3:1][C:2]1[CH:7]=[C:6]([NH:8][C:9]([C:11]2[CH:16]=[C:15]([C:32]3[CH:31]=[CH:30][N:29]=[C:28]([Cl:27])[CH:33]=3)[CH:14]=[C:13]([CH3:26])[N:12]=2)=[O:10])[CH:5]=[CH:4][N:3]=1. Given the reactants [CH3:1][C:2]1[CH:7]=[C:6]([NH:8][C:9]([C:11]2[CH:16]=[C:15](B3OC(C)(C)C(C)(C)O3)[CH:14]=[C:13]([CH3:26])[N:12]=2)=[O:10])[CH:5]=[CH:4][N:3]=1.[Cl:27][C:28]1[CH:33]=[C:32](Br)[CH:31]=[CH:30][N:29]=1, predict the reaction product. (4) Given the reactants [CH3:1][C:2]1[C:11]2[C:6](=[CH:7][CH:8]=[CH:9][CH:10]=2)[N:5]=[C:4]([CH2:12][N:13]2[C:22](=[O:23])[C:21]3[N:20]([CH2:24][C:25]#[C:26][CH3:27])[C:19](Br)=[N:18][C:17]=3[N:16]([CH3:29])[C:14]2=[O:15])[N:3]=1.[NH:30]1[CH2:35][CH2:34][NH:33][CH2:32][CH2:31]1.O.[Cl-].[Na+], predict the reaction product. The product is: [CH3:1][C:2]1[C:11]2[C:6](=[CH:7][CH:8]=[CH:9][CH:10]=2)[N:5]=[C:4]([CH2:12][N:13]2[C:22](=[O:23])[C:21]3[N:20]([CH2:24][C:25]#[C:26][CH3:27])[C:19]([N:30]4[CH2:35][CH2:34][NH:33][CH2:32][CH2:31]4)=[N:18][C:17]=3[N:16]([CH3:29])[C:14]2=[O:15])[N:3]=1.